Dataset: Full USPTO retrosynthesis dataset with 1.9M reactions from patents (1976-2016). Task: Predict the reactants needed to synthesize the given product. (1) Given the product [CH2:3]([O:5][C:6]1[CH:11]=[C:10]([C:12]([OH:14])=[O:13])[CH:9]=[CH:8][C:7]=1[C:16]1[CH:21]=[CH:20][CH:19]=[CH:18][C:17]=1[C:22]([F:23])([F:24])[F:25])[CH3:4], predict the reactants needed to synthesize it. The reactants are: [OH-].[Na+].[CH2:3]([O:5][C:6]1[CH:11]=[C:10]([C:12]([O:14]C)=[O:13])[CH:9]=[CH:8][C:7]=1[C:16]1[CH:21]=[CH:20][CH:19]=[CH:18][C:17]=1[C:22]([F:25])([F:24])[F:23])[CH3:4]. (2) Given the product [C:1]([C:5]1[C:10]([Cl:11])=[CH:9][C:8]([C:21]([O:20][CH2:19][CH3:16])=[O:22])=[C:7]([O:13][CH2:14][CH3:15])[CH:6]=1)([CH3:4])([CH3:3])[CH3:2], predict the reactants needed to synthesize it. The reactants are: [C:1]([C:5]1[C:10]([Cl:11])=[CH:9][C:8](I)=[C:7]([O:13][CH2:14][CH3:15])[CH:6]=1)([CH3:4])([CH3:3])[CH3:2].[CH3:16][O-].[Na+].[CH3:19][O:20][CH:21]=[O:22].